From a dataset of Full USPTO retrosynthesis dataset with 1.9M reactions from patents (1976-2016). Predict the reactants needed to synthesize the given product. (1) Given the product [Cl:1][C:2]1[N:7]=[C:6]([C:8](=[O:9])[CH3:13])[CH:5]=[C:4]([Cl:12])[N:3]=1, predict the reactants needed to synthesize it. The reactants are: [Cl:1][C:2]1[N:7]=[C:6]([C:8](OC)=[O:9])[CH:5]=[C:4]([Cl:12])[N:3]=1.[CH3:13][Mg]Br.O. (2) Given the product [Cl:1][C:2]1[CH:3]=[CH:4][C:5]([CH2:6][NH:7][C:8]([C:10]2[CH:11]=[C:12]3[C:13]([C:14](=[O:16])[N:25]([C:26]4[N:31]=[C:30]([C:32]([OH:34])=[O:33])[CH:29]=[CH:28][CH:27]=4)[C:21](=[S:22])[NH:20]3)=[CH:18][CH:19]=2)=[O:9])=[CH:23][CH:24]=1, predict the reactants needed to synthesize it. The reactants are: [Cl:1][C:2]1[CH:24]=[CH:23][C:5]([CH2:6][NH:7][C:8]([C:10]2[CH:19]=[CH:18][C:13]([C:14]([O:16]C)=O)=[C:12]([N:20]=[C:21]=[S:22])[CH:11]=2)=[O:9])=[CH:4][CH:3]=1.[NH2:25][C:26]1[N:31]=[C:30]([C:32]([O:34]C)=[O:33])[CH:29]=[CH:28][CH:27]=1.[OH-].[Na+]. (3) Given the product [CH3:1][O:2][C:3]1[C:12]2[C:7](=[CH:8][CH:9]=[CH:10][CH:11]=2)[CH:6]=[CH:5][C:4]=1/[CH:13]=[CH:14]/[C:15]1[CH:16]=[C:17]([CH2:21][CH2:22][CH2:23][NH2:24])[CH:18]=[CH:19][CH:20]=1, predict the reactants needed to synthesize it. The reactants are: [CH3:1][O:2][C:3]1[C:12]2[C:7](=[CH:8][CH:9]=[CH:10][CH:11]=2)[CH:6]=[CH:5][C:4]=1/[CH:13]=[CH:14]/[C:15]1[CH:16]=[C:17]([CH2:21][CH2:22][CH2:23][N:24]2C(=O)C3C(=CC=CC=3)C2=O)[CH:18]=[CH:19][CH:20]=1. (4) The reactants are: COC1C=CC(S)=CC=1.B([O-])([O-])OC1C=CC=CC=1.[CH2:20]([NH2:23])[CH2:21][NH2:22].[CH3:24][CH2:25][CH:26]([CH2:28][CH:29]([CH2:31][CH2:32][CH2:33][CH2:34][CH2:35][CH2:36][CH2:37][CH2:38][C:39]([NH:41][C@@H:42]1[C:73](=[O:74])[NH:72][C@@H:71]([C@H:75]([OH:77])[CH3:76])[C:69](=[O:70])[N:68]2[C@@H:64]([CH2:65][C@@H:66]([OH:78])[CH2:67]2)[C:62](=[O:63])[NH:61][C@@H:60]([C@H:79]([OH:89])[C@@H:80]([OH:88])[C:81]2[CH:86]=[CH:85][C:84]([OH:87])=[CH:83][CH:82]=2)[C:58](=[O:59])[NH:57][C@@H:56]([C@H:90]([OH:95])[CH2:91][C:92]([NH2:94])=O)[C:54](=[O:55])[N:53]2[C@@H:49]([C@@H:50]([OH:96])[CH2:51][CH2:52]2)[C:47](=[O:48])[NH:46][C@H:45](O)[C@H:44]([OH:98])[CH2:43]1)=[O:40])[CH3:30])[CH3:27]. Given the product [CH3:24][CH2:25][CH:26]([CH2:28][CH:29]([CH2:31][CH2:32][CH2:33][CH2:34][CH2:35][CH2:36][CH2:37][CH2:38][C:39]([NH:41][C@@H:42]1[C:73](=[O:74])[NH:72][C@@H:71]([C@H:75]([OH:77])[CH3:76])[C:69](=[O:70])[N:68]2[C@@H:64]([CH2:65][C@@H:66]([OH:78])[CH2:67]2)[C:62](=[O:63])[NH:61][C@@H:60]([C@H:79]([OH:89])[C@@H:80]([OH:88])[C:81]2[CH:86]=[CH:85][C:84]([OH:87])=[CH:83][CH:82]=2)[C:58](=[O:59])[NH:57][C@@H:56]([C@H:90]([OH:95])[CH2:91][CH2:92][NH2:94])[C:54](=[O:55])[N:53]2[C@@H:49]([C@@H:50]([OH:96])[CH2:51][CH2:52]2)[C:47](=[O:48])[NH:46][C@H:45]([NH:22][CH2:21][CH2:20][NH2:23])[C@H:44]([OH:98])[CH2:43]1)=[O:40])[CH3:30])[CH3:27], predict the reactants needed to synthesize it. (5) Given the product [CH3:19][O:20][C:21](=[O:37])[CH2:22][CH2:23][CH2:24][C:25]#[C:26][CH2:27][N:28]1[CH:29](/[CH:35]=[CH:5]/[C:4](=[O:3])[CH2:12][C:13]2[CH:14]=[CH:15][CH:16]=[CH:17][CH:18]=2)[CH2:30][CH2:31][CH2:32][C:33]1=[O:34], predict the reactants needed to synthesize it. The reactants are: [H-].[Na+].[O:3]=[C:4]([CH2:12][C:13]1[CH:18]=[CH:17][CH:16]=[CH:15][CH:14]=1)[CH2:5]P(=O)(OC)OC.[CH3:19][O:20][C:21](=[O:37])[CH2:22][CH2:23][CH2:24][C:25]#[C:26][CH2:27][N:28]1[C:33](=[O:34])[CH2:32][CH2:31][CH2:30][CH:29]1[CH:35]=O. (6) Given the product [Cl:1][C:2]1[C:7]([F:8])=[C:6]([S:23][C:17]2[CH:22]=[CH:21][CH:20]=[CH:19][CH:18]=2)[CH:5]=[CH:4][N:3]=1, predict the reactants needed to synthesize it. The reactants are: [Cl:1][C:2]1[C:7]([F:8])=[CH:6][CH:5]=[CH:4][N:3]=1.C([N-]C(C)C)(C)C.[Li+].[C:17]1([S:23][S:23][C:17]2[CH:22]=[CH:21][CH:20]=[CH:19][CH:18]=2)[CH:22]=[CH:21][CH:20]=[CH:19][CH:18]=1.C(OCC)(=O)C. (7) Given the product [F:23][C:19]1[CH:18]=[C:17]([C@H:16]2[O:15][C:14](=[O:24])[NH:13][C@@H:12]2[C:8]2[CH:9]=[N:10][CH:11]=[C:6]([C:5]#[C:4][CH:3]3[CH2:37][O:36][CH2:35]3)[CH:7]=2)[CH:22]=[CH:21][CH:20]=1, predict the reactants needed to synthesize it. The reactants are: CN(C)[CH2:3][C:4]#[C:5][C:6]1[CH:7]=[C:8]([C@@H:12]2[C@@H:16]([C:17]3[CH:22]=[CH:21][CH:20]=[C:19]([F:23])[CH:18]=3)[O:15][C:14](=[O:24])[NH:13]2)[CH:9]=[N:10][CH:11]=1.BrC1C=C([C@@H]2[C@@H:37](C3C=CC=C(F)C=3)[O:36][C:35](=O)N2)C=NC=1.C(C1COC1)#C. (8) Given the product [CH3:1][S:2]([C:3]1[CH:4]=[C:5]([N:9]2[CH:14]=[CH:13][C:12](=[O:15])[C:11]([C:16]3[N:20]([C:21]4[CH:26]=[CH:25][CH:24]=[CH:23][CH:22]=4)[N:19]=[CH:18][CH:17]=3)=[N:10]2)[CH:6]=[CH:7][CH:8]=1)=[O:41], predict the reactants needed to synthesize it. The reactants are: [CH3:1][S:2][C:3]1[CH:4]=[C:5]([N:9]2[CH:14]=[CH:13][C:12](=[O:15])[C:11]([C:16]3[N:20]([C:21]4[CH:26]=[CH:25][CH:24]=[CH:23][CH:22]=4)[N:19]=[CH:18][CH:17]=3)=[N:10]2)[CH:6]=[CH:7][CH:8]=1.CSC1C=C(N2C=CC(=[O:41])C(C3C=CN(C4C=CC=CC=4)N=3)=N2)C=CC=1.C(=O)(O)[O-].[Na+].ClC1C=C(C=CC=1)C(OO)=O.